From a dataset of Forward reaction prediction with 1.9M reactions from USPTO patents (1976-2016). Predict the product of the given reaction. (1) Given the reactants Cl[C:2]1[C:3]2[CH:14]=[C:13]([C:15]3[CH:20]=[CH:19][CH:18]=[CH:17][CH:16]=3)[CH:12]=[CH:11][C:4]=2[N:5]([CH3:10])[C:6](=[O:9])[CH2:7][N:8]=1.C(C1C=C(B(O)O)C=CC=1)=O.[Cl:32][C:33]1[CH:34]=[C:35](B(O)O)[CH:36]=[C:37]([Cl:39])[CH:38]=1, predict the reaction product. The product is: [Cl:32][C:33]1[CH:34]=[C:35]([C:2]2[C:3]3[CH:14]=[C:13]([C:15]4[CH:20]=[CH:19][CH:18]=[CH:17][CH:16]=4)[CH:12]=[CH:11][C:4]=3[N:5]([CH3:10])[C:6](=[O:9])[CH2:7][N:8]=2)[CH:36]=[C:37]([Cl:39])[CH:38]=1. (2) Given the reactants [CH2:1]([NH:6][C:7]1[N:8]=[CH:9][NH:10][C:11]=1[C:12]#[N:13])[CH2:2][CH2:3][CH2:4][CH3:5].[C:14]([NH:17][NH2:18])(=O)[CH3:15].C(=O)([O-])[O-].[K+].[K+], predict the reaction product. The product is: [CH3:15][C:14]1[N:13]=[C:12]([C:11]2[NH:10][CH:9]=[N:8][C:7]=2[NH:6][CH2:1][CH2:2][CH2:3][CH2:4][CH3:5])[NH:18][N:17]=1. (3) Given the reactants [OH:1][C@@H:2]1[CH2:10][C@@H:5]2[O:6][C:7](=[O:9])[CH2:8][C@@H:4]2[C@H:3]1[CH2:11][OH:12].CC1C=CN=C(N)C=1C.C(N(CC)CC)C.[C:29]1([C:35](Cl)([C:42]2[CH:47]=[CH:46][CH:45]=[CH:44][CH:43]=2)[C:36]2[CH:41]=[CH:40][CH:39]=[CH:38][CH:37]=2)[CH:34]=[CH:33][CH:32]=[CH:31][CH:30]=1, predict the reaction product. The product is: [OH:1][C@@H:2]1[CH2:10][C@@H:5]2[O:6][C:7](=[O:9])[CH2:8][C@@H:4]2[CH:3]1[CH2:11][O:12][C:35]([C:29]1[CH:34]=[CH:33][CH:32]=[CH:31][CH:30]=1)([C:42]1[CH:43]=[CH:44][CH:45]=[CH:46][CH:47]=1)[C:36]1[CH:37]=[CH:38][CH:39]=[CH:40][CH:41]=1. (4) The product is: [O-:3][P:1]([O-:5])([O-:4])=[O:2].[O-:14][P:12]([O-:16])([O-:15])=[O:13].[Ca+2:6].[Ca+2:6].[Ca+2:6]. Given the reactants [P:1]([O-:5])([O-:4])([OH:3])=[O:2].[Ca+2:6].C(=O)([O-])[O-].[Ca+2].[P:12]([O-:16])([O-:15])([OH:14])=[O:13].[Ca+2].C(=O)([O-])[O-].[Ca+2], predict the reaction product. (5) Given the reactants [F:1][C:2]1([F:17])[C:10](=[O:11])[C:9]2[C:8]3[CH2:12][CH2:13][NH:14][CH2:15][CH2:16][C:7]=3[CH:6]=[CH:5][C:4]=2[CH2:3]1.CCN(C(C)C)C(C)C.Cl[C:28]([O:30][CH2:31][C:32]1[CH:37]=[CH:36][CH:35]=[CH:34][CH:33]=1)=[O:29], predict the reaction product. The product is: [CH2:31]([O:30][C:28]([N:14]1[CH2:15][CH2:16][C:7]2=[CH:6][CH:5]=[C:4]3[C:9]([C:10](=[O:11])[C:2]([F:1])([F:17])[CH2:3]3)=[C:8]2[CH2:12][CH2:13]1)=[O:29])[C:32]1[CH:37]=[CH:36][CH:35]=[CH:34][CH:33]=1. (6) Given the reactants [CH3:1][C@H:2]1[CH2:7][CH2:6][C@H:5]([CH2:8][N:9]2[C:17]3[C:12](=[N:13][C:14]([C:25](O)=[O:26])=[N:15][C:16]=3[C:18]3[CH:19]=[C:20]([CH3:24])[CH:21]=[CH:22][CH:23]=3)[N:11]=[C:10]2[N:28]2[CH2:33][CH2:32][O:31][CH2:30][CH2:29]2)[CH2:4][CH2:3]1.C(Cl)(=O)C(Cl)=O.[NH2:40][NH2:41].C1COCC1, predict the reaction product. The product is: [CH3:1][C@H:2]1[CH2:3][CH2:4][C@H:5]([CH2:8][N:9]2[C:17]3[C:12](=[N:13][C:14]([C:25]([NH:40][NH2:41])=[O:26])=[N:15][C:16]=3[C:18]3[CH:19]=[C:20]([CH3:24])[CH:21]=[CH:22][CH:23]=3)[N:11]=[C:10]2[N:28]2[CH2:33][CH2:32][O:31][CH2:30][CH2:29]2)[CH2:6][CH2:7]1. (7) Given the reactants [C:1]([C:3]1[CH:15]=[C:14]2[C:6]([C:7]3[C:8](=[O:30])[C:9]4[CH:21]=[CH:20][C:19](OS(C(F)(F)F)(=O)=O)=[CH:18][C:10]=4[C:11]([CH3:17])([CH3:16])[C:12]=3[NH:13]2)=[CH:5][CH:4]=1)#[N:2].[CH3:31][S:32]([N:35]1[CH2:40][CH2:39][NH:38][CH2:37][CH2:36]1)(=[O:34])=[O:33], predict the reaction product. The product is: [CH3:31][S:32]([N:35]1[CH2:40][CH2:39][N:38]([C:19]2[CH:20]=[CH:21][C:9]3[C:8](=[O:30])[C:7]4[C:6]5[C:14](=[CH:15][C:3]([C:1]#[N:2])=[CH:4][CH:5]=5)[NH:13][C:12]=4[C:11]([CH3:17])([CH3:16])[C:10]=3[CH:18]=2)[CH2:37][CH2:36]1)(=[O:34])=[O:33]. (8) Given the reactants [CH3:1][C:2]1[C:3]([CH2:15][O:16][C:17]2[CH:22]=[CH:21][C:20]([N:23]3[C:27]([CH3:28])=[CH:26][C:25]([CH3:29])=[N:24]3)=[CH:19][C:18]=2[Cl:30])=[C:4]([N:8]2[C:12](=[O:13])[N:11]([CH3:14])[N:10]=[N:9]2)[CH:5]=[CH:6][CH:7]=1.C(Cl)(Cl)Cl.[Br:35]N1C(=O)CCC1=O, predict the reaction product. The product is: [Br:35][C:26]1[C:25]([CH3:29])=[N:24][N:23]([C:20]2[CH:21]=[CH:22][C:17]([O:16][CH2:15][C:3]3[C:2]([CH3:1])=[CH:7][CH:6]=[CH:5][C:4]=3[N:8]3[C:12](=[O:13])[N:11]([CH3:14])[N:10]=[N:9]3)=[C:18]([Cl:30])[CH:19]=2)[C:27]=1[CH3:28].